Dataset: Reaction yield outcomes from USPTO patents with 853,638 reactions. Task: Predict the reaction yield, written as a fraction of the theoretical maximum amount of product (1.0 means a 100% yield; for example, 0.34 means a 34% yield). (1) The reactants are C([Sn](CCCC)(CCCC)[C:6]1[CH:11]=[CH:10][CH:9]=[CH:8][N:7]=1)CCC.Cl[C:21]1[C:26]([N+:27]([O-:29])=[O:28])=[C:25]([NH2:30])[CH:24]=[CH:23][N:22]=1. The catalyst is O1CCOCC1.C1C=CC([P]([Pd]([P](C2C=CC=CC=2)(C2C=CC=CC=2)C2C=CC=CC=2)([P](C2C=CC=CC=2)(C2C=CC=CC=2)C2C=CC=CC=2)[P](C2C=CC=CC=2)(C2C=CC=CC=2)C2C=CC=CC=2)(C2C=CC=CC=2)C2C=CC=CC=2)=CC=1. The product is [N+:27]([C:26]1[C:21]([C:6]2[CH:11]=[CH:10][CH:9]=[CH:8][N:7]=2)=[N:22][CH:23]=[CH:24][C:25]=1[NH2:30])([O-:29])=[O:28]. The yield is 0.132. (2) The reactants are [NH:1]1[C:9]2[C:4](=[CH:5][CH:6]=[CH:7][CH:8]=2)[C:3]([CH2:10][CH:11]2[C:15](=[O:16])[C:14]3[CH:17]=[CH:18][C:19]([OH:35])=[C:20]([CH2:21][N:22]4[CH2:27][CH2:26][N:25](C(OC(C)(C)C)=O)[CH2:24][CH2:23]4)[C:13]=3[O:12]2)=[CH:2]1.Cl. The catalyst is C(Cl)Cl.O1CCOCC1. The product is [NH:1]1[C:9]2[C:4](=[CH:5][CH:6]=[CH:7][CH:8]=2)[C:3]([CH2:10][C:11]2[O:12][C:13]3[C:20]([CH2:21][N:22]4[CH2:23][CH2:24][NH:25][CH2:26][CH2:27]4)=[C:19]([OH:35])[CH:18]=[CH:17][C:14]=3[C:15]=2[OH:16])=[CH:2]1. The yield is 0.690. (3) The reactants are [H-].[Na+].[C:3]([O:7][C:8]([N:10]1[CH2:23][CH2:22][C:13]2[NH:14][C:15]3[CH:16]=[CH:17][C:18]([F:21])=[CH:19][C:20]=3[C:12]=2[CH2:11]1)=[O:9])([CH3:6])([CH3:5])[CH3:4].I[CH3:25]. The catalyst is C1COCC1. The product is [C:3]([O:7][C:8]([N:10]1[CH2:23][CH2:22][C:13]2[N:14]([CH3:25])[C:15]3[CH:16]=[CH:17][C:18]([F:21])=[CH:19][C:20]=3[C:12]=2[CH2:11]1)=[O:9])([CH3:6])([CH3:4])[CH3:5]. The yield is 0.910. (4) The reactants are [NH2:1][C:2]1[CH:11]=[C:10]([F:12])[C:5]([C:6]([O:8][CH3:9])=[O:7])=[C:4]([F:13])[CH:3]=1.[Br:14][C:15]1[CH:20]=[CH:19][C:18]([S:21](Cl)(=[O:23])=[O:22])=[CH:17][CH:16]=1.N1C=CC=CC=1. The catalyst is ClCCl. The product is [Br:14][C:15]1[CH:20]=[CH:19][C:18]([S:21]([NH:1][C:2]2[CH:3]=[C:4]([F:13])[C:5]([C:6]([O:8][CH3:9])=[O:7])=[C:10]([F:12])[CH:11]=2)(=[O:23])=[O:22])=[CH:17][CH:16]=1. The yield is 0.790. (5) The reactants are [CH3:1][C:2]1[C:6]([CH2:7][N:8]2[CH:12]=[C:11]([N:13]3[C:17](=[O:18])[CH2:16][N:15]([CH2:19]COC4C=CC=CC=4)[C:14]3=[O:28])[CH:10]=[N:9]2)=[C:5]([CH3:29])[O:4][N:3]=1.BrC[C:32]1[CH:33]=[C:34]([CH:39]=[CH:40][CH:41]=1)[C:35]([O:37]C)=[O:36].C(=O)([O-])[O-].[Cs+].[Cs+]. The catalyst is CN(C=O)C.Cl. The product is [CH3:1][C:2]1[C:6]([CH2:7][N:8]2[CH:12]=[C:11]([N:13]3[C:17](=[O:18])[CH2:16][N:15]([CH2:19][C:32]4[CH:33]=[C:34]([CH:39]=[CH:40][CH:41]=4)[C:35]([OH:37])=[O:36])[C:14]3=[O:28])[CH:10]=[N:9]2)=[C:5]([CH3:29])[O:4][N:3]=1. The yield is 0.830. (6) The reactants are [Cl:1][C:2]1[CH:21]=[C:20]([Cl:22])[CH:19]=[CH:18][C:3]=1[CH2:4][N:5]1[C:9]([CH2:10][CH2:11][CH2:12][NH2:13])=[CH:8][C:7]([O:14][CH:15]([CH3:17])[CH3:16])=[N:6]1.[C:23]1([S:29]([N:32]=[C:33]=[O:34])(=[O:31])=[O:30])[CH:28]=[CH:27][CH:26]=[CH:25][CH:24]=1. The catalyst is C(#N)C. The product is [Cl:1][C:2]1[CH:21]=[C:20]([Cl:22])[CH:19]=[CH:18][C:3]=1[CH2:4][N:5]1[C:9]([CH2:10][CH2:11][CH2:12][NH:13][C:33]([NH:32][S:29]([C:23]2[CH:24]=[CH:25][CH:26]=[CH:27][CH:28]=2)(=[O:31])=[O:30])=[O:34])=[CH:8][C:7]([O:14][CH:15]([CH3:17])[CH3:16])=[N:6]1. The yield is 0.570. (7) The yield is 0.430. The product is [Cl:1][C:2]1[N:10]=[CH:9][C:8]([F:11])=[CH:7][C:3]=1[C:4]([NH2:18])=[O:5]. The reactants are [Cl:1][C:2]1[N:10]=[CH:9][C:8]([F:11])=[CH:7][C:3]=1[C:4](O)=[O:5].C1C=CC2N(O)N=[N:18]C=2C=1.C1N(P(Cl)(N2C(=O)OCC2)=O)C(=O)OC1.[Cl-].[NH4+].CCN(C(C)C)C(C)C. The catalyst is CN(C=O)C.CCOC(C)=O.